From a dataset of Full USPTO retrosynthesis dataset with 1.9M reactions from patents (1976-2016). Predict the reactants needed to synthesize the given product. (1) Given the product [C:1]([O:5][C:6]([N:8]1[CH2:9][CH2:10][N:11]([C:14]2[C:15]([F:22])=[CH:16][C:17]([NH:21][C:33]([O:35][CH2:36][C:37]3[CH:42]=[CH:41][CH:40]=[CH:39][CH:38]=3)=[O:34])=[CH:18][C:19]=2[F:20])[CH2:12][CH2:13]1)=[O:7])([CH3:4])([CH3:2])[CH3:3], predict the reactants needed to synthesize it. The reactants are: [C:1]([O:5][C:6]([N:8]1[CH2:13][CH2:12][N:11]([C:14]2[C:19]([F:20])=[CH:18][C:17]([NH2:21])=[CH:16][C:15]=2[F:22])[CH2:10][CH2:9]1)=[O:7])([CH3:4])([CH3:3])[CH3:2].CC(C)=O.C(=O)(O)[O-].[Na+].Cl[C:33]([O:35][CH2:36][C:37]1[CH:42]=[CH:41][CH:40]=[CH:39][CH:38]=1)=[O:34]. (2) Given the product [C:1]([O:5][C:6]([N:8]1[CH2:9][CH2:10][N:11]([C:14]2[CH:19]=[CH:18][CH:17]=[CH:16][C:15]=2[C:20]([OH:24])=[O:21])[CH2:12][CH2:13]1)=[O:7])([CH3:4])([CH3:2])[CH3:3], predict the reactants needed to synthesize it. The reactants are: [C:1]([O:5][C:6]([N:8]1[CH2:13][CH2:12][N:11]([C:14]2[CH:19]=[CH:18][CH:17]=[CH:16][C:15]=2[CH:20]=[O:21])[CH2:10][CH2:9]1)=[O:7])([CH3:4])([CH3:3])[CH3:2].S(=O)(=O)([OH:24])N.[O-]Cl=O.[Na+]. (3) Given the product [Cl:35][C:23]1[CH:22]=[C:21]([NH:20][C:5]2[C:4]3[C:9](=[CH:10][C:11]([O:12][CH:13]4[CH2:17][CH2:16][O:15][CH2:14]4)=[C:2]([NH:1][C:44](=[O:45])[CH:43]=[CH2:42])[CH:3]=3)[N:8]=[CH:7][C:6]=2[C:18]#[N:19])[CH:26]=[CH:25][C:24]=1[O:27][CH2:28][C:29]1[CH:34]=[CH:33][CH:32]=[CH:31][N:30]=1, predict the reactants needed to synthesize it. The reactants are: [NH2:1][C:2]1[CH:3]=[C:4]2[C:9](=[CH:10][C:11]=1[O:12][CH:13]1[CH2:17][CH2:16][O:15][CH2:14]1)[N:8]=[CH:7][C:6]([C:18]#[N:19])=[C:5]2[NH:20][C:21]1[CH:26]=[CH:25][C:24]([O:27][CH2:28][C:29]2[CH:34]=[CH:33][CH:32]=[CH:31][N:30]=2)=[C:23]([Cl:35])[CH:22]=1.N1C=CC=CC=1.[CH2:42]1C[O:45][CH2:44][CH2:43]1.C(Cl)(=O)C=C. (4) Given the product [F:21][C:18]1[CH:17]=[CH:16][C:15]([C:10]2[CH:11]=[C:12]([O:13][CH3:14])[C:7]([CH:3]=[O:2])=[CH:8][C:9]=2[C:22]2([OH:26])[CH2:23][CH2:24][CH2:25]2)=[CH:20][CH:19]=1, predict the reactants needed to synthesize it. The reactants are: Cl.[O:2]1CCO[CH:3]1[C:7]1[C:12]([O:13][CH3:14])=[CH:11][C:10]([C:15]2[CH:20]=[CH:19][C:18]([F:21])=[CH:17][CH:16]=2)=[C:9]([C:22]2([OH:26])[CH2:25][CH2:24][CH2:23]2)[CH:8]=1.C(=O)([O-])O.[Na+].C(OCC)(=O)C. (5) Given the product [NH2:2][O:13][CH2:14][CH2:15][C:16]1[CH:23]=[CH:22][C:19]([C:20]#[N:21])=[CH:18][CH:17]=1, predict the reactants needed to synthesize it. The reactants are: O[N:2]1C(=O)C2=CC=CC=C2C1=O.[OH:13][CH2:14][CH2:15][C:16]1[CH:23]=[CH:22][C:19]([C:20]#[N:21])=[CH:18][CH:17]=1.